This data is from Full USPTO retrosynthesis dataset with 1.9M reactions from patents (1976-2016). The task is: Predict the reactants needed to synthesize the given product. (1) Given the product [F:1][C:2]1[C:3]([CH2:3][CH2:2][CH2:12][CH2:11][N:24]2[CH2:25][CH2:26][N:21]([C:19]([O:18][C:14]([CH3:17])([CH3:15])[CH3:16])=[O:20])[CH2:22][CH2:23]2)=[C:4]([CH:10]=[CH:11][CH:12]=1)[C:5]([O:7][CH2:8][CH3:9])=[O:6], predict the reactants needed to synthesize it. The reactants are: [F:1][C:2]1[CH:3]=[C:4]([CH:10]=[CH:11][C:12]=1F)[C:5]([O:7][CH2:8][CH3:9])=[O:6].[C:14]([O:18][C:19]([N:21]1[CH2:26][CH2:25][NH:24][CH2:23][CH2:22]1)=[O:20])([CH3:17])([CH3:16])[CH3:15]. (2) Given the product [OH:21][C:2]1[CH:3]=[C:4]([CH2:16][C:17]([OH:19])=[O:18])[CH:5]=[CH:6][C:7]=1[O:8][CH2:9][C:10]1[CH:15]=[CH:14][CH:13]=[CH:12][CH:11]=1, predict the reactants needed to synthesize it. The reactants are: Br[C:2]1[CH:3]=[C:4]([CH2:16][C:17]([O:19]C)=[O:18])[CH:5]=[CH:6][C:7]=1[O:8][CH2:9][C:10]1[CH:15]=[CH:14][CH:13]=[CH:12][CH:11]=1.[OH-:21].[K+].